From a dataset of Full USPTO retrosynthesis dataset with 1.9M reactions from patents (1976-2016). Predict the reactants needed to synthesize the given product. (1) Given the product [CH3:26][O:23][C:21](=[O:22])[CH2:20][N:10]1[C:11]([C:14]2[CH:19]=[CH:18][CH:17]=[CH:16][CH:15]=2)=[CH:12][CH:13]=[C:9]1[C:6]1[CH:5]=[CH:4][CH:3]=[CH:8][CH:7]=1, predict the reactants needed to synthesize it. The reactants are: CO[C:3]1[CH:8]=[CH:7][C:6]([C:9]2[N:10]([CH2:20][C:21]([OH:23])=[O:22])[C:11]([C:14]3[CH:19]=[CH:18][CH:17]=[CH:16][CH:15]=3)=[CH:12][CH:13]=2)=[CH:5][CH:4]=1.Cl[Si](C)(C)[CH3:26]. (2) Given the product [C:1]([O:5][C:6](=[O:23])[CH2:7][C@H:8]([OH:22])[CH2:9][C@H:10]([OH:21])[CH2:11][O:12][C:13](=[O:20])[C:14]1[CH:15]=[CH:16][CH:17]=[CH:18][CH:19]=1)([CH3:4])([CH3:2])[CH3:3], predict the reactants needed to synthesize it. The reactants are: [C:1]([O:5][C:6](=[O:23])[CH2:7][C:8](=[O:22])[CH2:9][C@H:10]([OH:21])[CH2:11][O:12][C:13](=[O:20])[C:14]1[CH:19]=[CH:18][CH:17]=[CH:16][CH:15]=1)([CH3:4])([CH3:3])[CH3:2].O=C[C@@H]([C@H]([C@@H]([C@@H](CO)O)O)O)O.C(OCC)(=O)C. (3) Given the product [NH3:5].[C:1](=[O:3])=[O:2].[C:1](=[O:2])([O-:4])[O-:3].[NH4+:5].[NH4+:5], predict the reactants needed to synthesize it. The reactants are: [C:1](=[O:4])([O-:3])[O-:2].[NH4+:5].[NH4+]. (4) Given the product [O:20]1[CH2:19][CH2:18][N:17]([C:4]2[C:5]3[N:6]([CH:8]=[C:9]([CH2:11][C:12]([O:14][CH2:15][CH3:16])=[O:13])[N:10]=3)[N:7]=[CH:2][CH:3]=2)[CH2:22][CH2:21]1, predict the reactants needed to synthesize it. The reactants are: Cl[C:2]1[CH:3]=[C:4]([N:17]2[CH2:22][CH2:21][O:20][CH2:19][CH2:18]2)[C:5]2[N:6]([CH:8]=[C:9]([CH2:11][C:12]([O:14][CH2:15][CH3:16])=[O:13])[N:10]=2)[N:7]=1.C([O-])=O.[NH4+]. (5) Given the product [O:1]=[C:2]1[CH2:7][CH:6]([C:8]([O:10][CH2:11][CH3:12])=[O:9])[CH2:5][CH2:4][NH:3]1, predict the reactants needed to synthesize it. The reactants are: [O:1]=[C:2]1[CH2:7][CH:6]([C:8]([O:10][CH2:11][CH3:12])=[O:9])[CH2:5][CH2:4][N:3]1C(OC(C)(C)C)=O.Cl. (6) Given the product [NH2:62][C:61]1[N:57]([CH3:56])[N+:58]([CH2:18][C:15]2[CH2:16][S:17][C@@H:12]3[C@H:11]([NH:10][C:8](=[O:9])/[C:7](/[C:4]4[N:3]=[C:2]([NH2:1])[S:6][N:5]=4)=[N:34]\[O:35][C:36]([C:39]([OH:41])=[O:40])([CH3:38])[CH3:37])[C:32](=[O:33])[N:13]3[C:14]=2[C:20]([O-:22])=[O:21])=[CH:59][C:60]=1[NH:82][C:83](=[O:97])[C:84]([NH:86][CH2:87][CH2:88][NH2:89])=[O:85], predict the reactants needed to synthesize it. The reactants are: [NH2:1][C:2]1[S:6][N:5]=[C:4](/[C:7](=[N:34]/[O:35][C:36]([C:39]([O:41]C(C)(C)C)=[O:40])([CH3:38])[CH3:37])/[C:8]([NH:10][C@@H:11]2[C:32](=[O:33])[N:13]3[C:14]([C:20]([O:22]CC4C=CC(OC)=CC=4)=[O:21])=[C:15]([CH2:18]Cl)[CH2:16][S:17][C@H:12]23)=[O:9])[N:3]=1.C[Si](C)(C)NC(=O)C.[I-].[K+].[CH3:56][N:57]1[C:61]([NH:62]C(C2C=CC=CC=2)(C2C=CC=CC=2)C2C=CC=CC=2)=[C:60]([NH:82][C:83](=[O:97])[C:84]([NH:86][CH2:87][CH2:88][NH:89]C(=O)OC(C)(C)C)=[O:85])[CH:59]=[N:58]1. (7) Given the product [CH3:17][N:13]1[C:9]2=[N:10][CH:11]=[CH:12][C:7]([O:6][C:5]3[CH:18]=[CH:19][C:2]([NH:1][C:28]([NH:27][C:24]4[CH:25]=[CH:26][C:21]([Cl:20])=[C:22]([C:30]([F:32])([F:31])[F:33])[CH:23]=4)=[O:29])=[CH:3][CH:4]=3)=[C:8]2[NH:15][C:14]1=[O:16], predict the reactants needed to synthesize it. The reactants are: [NH2:1][C:2]1[CH:19]=[CH:18][C:5]([O:6][C:7]2[CH:12]=[CH:11][N:10]=[C:9]3[N:13]([CH3:17])[C:14](=[O:16])[NH:15][C:8]=23)=[CH:4][CH:3]=1.[Cl:20][C:21]1[CH:26]=[CH:25][C:24]([N:27]=[C:28]=[O:29])=[CH:23][C:22]=1[C:30]([F:33])([F:32])[F:31]. (8) The reactants are: [CH3:1][C:2]([NH:11][C:12](=[O:21])[O:13][CH2:14][C:15]1[CH:20]=[CH:19][CH:18]=[CH:17][CH:16]=1)([CH2:4][CH2:5][N:6]1[CH2:10][CH2:9][CH2:8][CH2:7]1)[CH3:3].[CH3:22][I:23]. Given the product [I-:23].[CH2:14]([O:13][C:12]([NH:11][C:2]([CH3:1])([CH3:3])[CH2:4][CH2:5][N+:6]1([CH3:22])[CH2:10][CH2:9][CH2:8][CH2:7]1)=[O:21])[C:15]1[CH:16]=[CH:17][CH:18]=[CH:19][CH:20]=1, predict the reactants needed to synthesize it.